This data is from Cav3 T-type calcium channel HTS with 100,875 compounds. The task is: Binary Classification. Given a drug SMILES string, predict its activity (active/inactive) in a high-throughput screening assay against a specified biological target. (1) The compound is o1n[n+](CCCC)cc1/N=C(\OC)[O-]. The result is 0 (inactive). (2) The molecule is Clc1c(C2NC(=O)NC(=C2C(OCC2OCCC2)=O)C)cccc1. The result is 0 (inactive).